Dataset: Full USPTO retrosynthesis dataset with 1.9M reactions from patents (1976-2016). Task: Predict the reactants needed to synthesize the given product. (1) Given the product [CH:23]1[C:24]2[C:29](=[CH:28][CH:27]=[CH:26][CH:25]=2)[CH:30]=[CH:31][C:22]=1[C:3]1[CH:4]=[C:5]([N:8]2[CH2:13][CH2:12][CH:11]([CH2:14][NH2:15])[CH2:10][CH2:9]2)[N:6]=[N:7][CH:2]=1, predict the reactants needed to synthesize it. The reactants are: Cl[C:2]1[N:7]=[N:6][C:5]([N:8]2[CH2:13][CH2:12][CH:11]([CH2:14][NH:15]C(=O)C(F)(F)F)[CH2:10][CH2:9]2)=[CH:4][C:3]=1[C:22]1[CH:31]=[CH:30][C:29]2[C:24](=[CH:25][CH:26]=[CH:27][CH:28]=2)[CH:23]=1.ClC1N=NC(Cl)=CC=1C1C=CC2C(=CC=CC=2)C=1.FC(F)(F)C(NCC1CCNCC1)=O.C(N(C(C)C)CC)(C)C. (2) Given the product [F:1][C:2]1[CH:3]=[CH:4][C:5]([CH2:6][N:7]2[CH2:16][CH2:15][C:14]3[C:13]([C:17]([OH:19])=[O:18])=[N:12][CH:11]=[C:10]([O:22][CH3:23])[C:9]=3[C:8]2=[O:24])=[CH:25][CH:26]=1, predict the reactants needed to synthesize it. The reactants are: [F:1][C:2]1[CH:26]=[CH:25][C:5]([CH2:6][N:7]2[CH2:16][CH2:15][C:14]3[C:13]([C:17]([O:19]CC)=[O:18])=[N:12][CH:11]=[C:10]([O:22][CH3:23])[C:9]=3[C:8]2=[O:24])=[CH:4][CH:3]=1.[OH-].[Li+].Cl. (3) Given the product [Si:1]([N:8]1[C@H:11]([C:12]#[CH:13])[CH2:10][C:9]1=[O:16])([C:4]([CH3:7])([CH3:6])[CH3:5])([CH3:3])[CH3:2], predict the reactants needed to synthesize it. The reactants are: [Si:1]([N:8]1[C@H:11]([CH:12]=[C:13](Br)Br)[CH2:10][C:9]1=[O:16])([C:4]([CH3:7])([CH3:6])[CH3:5])([CH3:3])[CH3:2].C[Si]([N-][Si](C)(C)C)(C)C.[Li+].[NH4+].[Cl-]. (4) Given the product [N:1]1[CH:6]=[CH:5][CH:4]=[CH:3][C:2]=1[N:7]1[C:15]2[CH2:14][CH2:13][NH:12][CH2:11][C:10]=2[N:9]=[N:8]1, predict the reactants needed to synthesize it. The reactants are: [N:1]1[CH:6]=[CH:5][CH:4]=[CH:3][C:2]=1[N:7]1[C:15]2[CH:14]=[CH:13][N:12]=[CH:11][C:10]=2[N:9]=[N:8]1. (5) Given the product [CH2:13]([O:15][CH:16]([O:19][CH2:20][CH3:21])[C:17]1[O:1][C:2]2[CH:3]=[C:4]([C:5]([O:7][CH3:8])=[O:6])[CH:9]=[CH:10][C:11]=2[CH:18]=1)[CH3:14], predict the reactants needed to synthesize it. The reactants are: [OH:1][C:2]1[CH:3]=[C:4]([CH:9]=[CH:10][C:11]=1I)[C:5]([O:7][CH3:8])=[O:6].[CH2:13]([O:15][CH:16]([O:19][CH2:20][CH3:21])[CH2:17][CH3:18])[CH3:14].N1CCCCC1. (6) Given the product [C:1]1([O:11][CH2:12][CH2:13][CH2:14][N:15]2[C:23]3[C:18](=[CH:19][CH:20]=[CH:21][CH:22]=3)[CH:17]=[C:16]2[C:24]([OH:26])=[O:25])[C:10]2[C:5](=[CH:6][CH:7]=[CH:8][CH:9]=2)[CH:4]=[CH:3][CH:2]=1, predict the reactants needed to synthesize it. The reactants are: [C:1]1([O:11][CH2:12][CH2:13][CH2:14][N:15]2[C:23]3[C:18](=[CH:19][CH:20]=[CH:21][CH:22]=3)[CH:17]=[C:16]2[C:24]([O:26]CC)=[O:25])[C:10]2[C:5](=[CH:6][CH:7]=[CH:8][CH:9]=2)[CH:4]=[CH:3][CH:2]=1.O[Na].O.Cl.O.CC#N. (7) The reactants are: [CH2:1]([CH:3]1[N:12]2[CH:7]([CH2:8][C:9](=[O:18])[C:10]([C:13]([O:15][CH2:16][CH3:17])=[O:14])=[CH:11]2)[C:6]2[CH:19]=[C:20]([CH2:25][CH3:26])[C:21]([O:23][CH3:24])=[CH:22][C:5]=2[CH2:4]1)[CH3:2].ClC1C(=O)C(Cl)=C(Cl)C(=O)C=1Cl. Given the product [CH2:1]([CH:3]1[N:12]2[C:7](=[CH:8][C:9](=[O:18])[C:10]([C:13]([O:15][CH2:16][CH3:17])=[O:14])=[CH:11]2)[C:6]2[CH:19]=[C:20]([CH2:25][CH3:26])[C:21]([O:23][CH3:24])=[CH:22][C:5]=2[CH2:4]1)[CH3:2], predict the reactants needed to synthesize it. (8) Given the product [C:101]([C:96]1[CH:97]=[C:98]2[C:93](=[CH:94][N:95]=1)[C:92](=[O:105])[N:91]([C:87]1[CH:88]=[CH:89][CH:90]=[C:83]([C:2]3[CH:3]=[C:4]([NH:10][C:11]4[CH:16]=[CH:15][C:14]([C:17]([N:19]5[CH2:24][CH2:23][O:22][CH2:21][CH2:20]5)=[O:18])=[CH:13][N:12]=4)[C:5](=[O:9])[N:6]([CH3:8])[CH:7]=3)[C:84]=1[CH:85]=[O:86])[CH2:100][CH2:99]2)([CH3:104])([CH3:102])[CH3:103], predict the reactants needed to synthesize it. The reactants are: Cl[C:2]1[CH:3]=[C:4]([NH:10][C:11]2[CH:16]=[CH:15][C:14]([C:17]([N:19]3[CH2:24][CH2:23][O:22][CH2:21][CH2:20]3)=[O:18])=[CH:13][N:12]=2)[C:5](=[O:9])[N:6]([CH3:8])[CH:7]=1.B1(B2OC(C)(C)C(C)(C)O2)OC(C)(C)C(C)(C)O1.CC(C1C=C(C(C)C)C(C2C=CC=CC=2P(C2CCCCC2)C2CCCCC2)=C(C(C)C)C=1)C.CC([O-])=O.[K+].Br[C:83]1[CH:90]=[CH:89][CH:88]=[C:87]([N:91]2[CH2:100][CH2:99][C:98]3[C:93](=[CH:94][N:95]=[C:96]([C:101]([CH3:104])([CH3:103])[CH3:102])[CH:97]=3)[C:92]2=[O:105])[C:84]=1[CH:85]=[O:86].C([O-])([O-])=O.[K+].[K+].P(C1CCCCC1)(C1CCCCC1)C1CCCCC1.